This data is from Full USPTO retrosynthesis dataset with 1.9M reactions from patents (1976-2016). The task is: Predict the reactants needed to synthesize the given product. Given the product [ClH:39].[CH3:43][O:42][C:40]([N:14]1[CH2:13][C@H:12]([NH:11][C:10](=[O:36])[C@@H:8]([NH:7][CH3:37])[CH3:9])[C:18](=[O:19])[N:17]([CH2:20][C:21]2[C:30]3[C:25](=[CH:26][CH:27]=[CH:28][CH:29]=3)[CH:24]=[CH:23][C:22]=2[CH3:31])[C:16]2[CH:32]=[CH:33][CH:34]=[CH:35][C:15]1=2)=[O:41], predict the reactants needed to synthesize it. The reactants are: C(OC(=O)[N:7]([CH3:37])[C@H:8]([C:10](=[O:36])[NH:11][C@@H:12]1[C:18](=[O:19])[N:17]([CH2:20][C:21]2[C:30]3[C:25](=[CH:26][CH:27]=[CH:28][CH:29]=3)[CH:24]=[CH:23][C:22]=2[CH3:31])[C:16]2[CH:32]=[CH:33][CH:34]=[CH:35][C:15]=2[NH:14][CH2:13]1)[CH3:9])(C)(C)C.[Cl:39][C:40]([O:42][CH3:43])=[O:41].